From a dataset of Catalyst prediction with 721,799 reactions and 888 catalyst types from USPTO. Predict which catalyst facilitates the given reaction. (1) Reactant: [CH2:1]([O:8][C:9]([NH:11][C@H:12]1[C:21]2[C:16](=[CH:17][CH:18]=[C:19]([C:23]([O:25][CH3:26])=[O:24])[C:20]=2[F:22])[NH:15][C@@H:14]([CH:27]2[CH2:29][CH2:28]2)[C@@H:13]1[CH3:30])=[O:10])[C:2]1[CH:7]=[CH:6][CH:5]=[CH:4][CH:3]=1.[CH2:31]([O:38]C(N[C@H]1C2C(=CC(F)=C(C(OC)=O)C=2)N[C@@H](C2CC2)[C@@H]1C)=O)[C:32]1C=CC=CC=1.C(Cl)(=O)C. Product: [C:31]([N:15]1[C:16]2[C:17](=[CH:18][C:19]([C:23]([O:25][CH3:26])=[O:24])=[C:20]([F:22])[CH:21]=2)[C@H:12]([NH:11][C:9]([O:8][CH2:1][C:2]2[CH:7]=[CH:6][CH:5]=[CH:4][CH:3]=2)=[O:10])[C@@H:13]([CH3:30])[C@@H:14]1[CH:27]1[CH2:28][CH2:29]1)(=[O:38])[CH3:32]. The catalyst class is: 646. (2) Reactant: [C:1]1([C:7]2[S:11][C:10]([C:12]3[C:13]([NH2:18])=[N:14][CH:15]=[CH:16][CH:17]=3)=[CH:9][CH:8]=2)[CH:6]=[CH:5][CH:4]=[CH:3][CH:2]=1.[H-].[Na+].Cl[CH2:22][CH2:23][S:24](Cl)(=[O:26])=[O:25].O. Product: [C:1]1([C:7]2[S:11][C:10]([C:12]3[C:13]4=[N:18][S:24](=[O:26])(=[O:25])[CH2:23][CH2:22][N:14]4[CH:15]=[CH:16][CH:17]=3)=[CH:9][CH:8]=2)[CH:2]=[CH:3][CH:4]=[CH:5][CH:6]=1. The catalyst class is: 1.